Dataset: Full USPTO retrosynthesis dataset with 1.9M reactions from patents (1976-2016). Task: Predict the reactants needed to synthesize the given product. (1) Given the product [CH2:6]([O:8][CH2:9][C:10]1[N:11]([CH2:23][C:24]2([NH:30][S:2]([CH3:1])(=[O:4])=[O:3])[CH2:29][CH2:28][CH2:27][CH2:26][CH2:25]2)[C:12]2[C:21]3[CH:20]=[CH:19][CH:18]=[CH:17][C:16]=3[N:15]=[CH:14][C:13]=2[N:22]=1)[CH3:7], predict the reactants needed to synthesize it. The reactants are: [CH3:1][S:2](Cl)(=[O:4])=[O:3].[CH2:6]([O:8][CH2:9][C:10]1[N:11]([CH2:23][C:24]2([NH2:30])[CH2:29][CH2:28][CH2:27][CH2:26][CH2:25]2)[C:12]2[C:21]3[CH:20]=[CH:19][CH:18]=[CH:17][C:16]=3[N:15]=[CH:14][C:13]=2[N:22]=1)[CH3:7].N1C=CC=CC=1. (2) Given the product [Cl:2][CH2:3][C:4]1([C:8]([O:10][CH2:11][CH3:12])=[O:9])[CH2:7][N:6]([C:20]([O:22][C:23]([CH3:26])([CH3:25])[CH3:24])=[O:21])[CH2:5]1, predict the reactants needed to synthesize it. The reactants are: Cl.[Cl:2][CH2:3][C:4]1([C:8]([O:10][CH2:11][CH3:12])=[O:9])[CH2:7][NH:6][CH2:5]1.C(N(CC)CC)C.[C:20](O[C:20]([O:22][C:23]([CH3:26])([CH3:25])[CH3:24])=[O:21])([O:22][C:23]([CH3:26])([CH3:25])[CH3:24])=[O:21]. (3) Given the product [CH3:9][C:10]1[CH:16]=[C:15]([C:3]2[CH:8]=[CH:7][N:6]=[CH:5][N:4]=2)[CH:14]=[C:13]([CH3:26])[C:11]=1[NH2:12], predict the reactants needed to synthesize it. The reactants are: Cl.Br[C:3]1[CH:8]=[CH:7][N:6]=[CH:5][N:4]=1.[CH3:9][C:10]1[CH:16]=[C:15](B2OC(C)(C)C(C)(C)O2)[CH:14]=[C:13]([CH3:26])[C:11]=1[NH2:12]. (4) Given the product [F:23][C:24]([F:31])([F:30])[CH2:25][S:26]([NH:1][C:2]1[CH:3]=[CH:4][C:5]([O:16][C:17]2[CH:18]=[CH:19][CH:20]=[CH:21][CH:22]=2)=[C:6]([C:8]2[CH:9]=[CH:10][C:11](=[O:15])[N:12]([CH3:14])[CH:13]=2)[CH:7]=1)(=[O:28])=[O:27], predict the reactants needed to synthesize it. The reactants are: [NH2:1][C:2]1[CH:3]=[CH:4][C:5]([O:16][C:17]2[CH:22]=[CH:21][CH:20]=[CH:19][CH:18]=2)=[C:6]([C:8]2[CH:9]=[CH:10][C:11](=[O:15])[N:12]([CH3:14])[CH:13]=2)[CH:7]=1.[F:23][C:24]([F:31])([F:30])[CH2:25][S:26](Cl)(=[O:28])=[O:27].C(N(CC)CC)C. (5) Given the product [O-2:9].[Ti+4:2].[O-2:16].[O-2:1].[Zr+4:5].[O-2:9].[Sn:7]=[O:1].[W:17]=[O:16].[O:9]=[Sb:10]([O:12][Sb:13](=[O:15])=[O:14])=[O:11], predict the reactants needed to synthesize it. The reactants are: [O-2:1].[Ti+4:2].[O-2].[O-2].[Zr+4:5].[O-2].[Sn:7]=O.[O:9]=[Sb:10]([O:12][Sb:13](=[O:15])=[O:14])=[O:11].[OH:16][W:17](O)(=O)=O. (6) Given the product [Cl:11][C:12]1[CH:39]=[C:38]([Cl:40])[CH:37]=[CH:36][C:13]=1[CH2:14][N:15]([CH3:35])[C:16]([C:18]1[NH:19][C:20]([C:33]([OH:6])=[O:34])=[C:21]([S:24]([C:27]2[CH:32]=[CH:31][CH:30]=[CH:29][CH:28]=2)(=[O:26])=[O:25])[C:22]=1[CH3:23])=[O:17], predict the reactants needed to synthesize it. The reactants are: Cl([O-])=O.[Na+].P([O-])(O)(O)=[O:6].[Na+].[Cl:11][C:12]1[CH:39]=[C:38]([Cl:40])[CH:37]=[CH:36][C:13]=1[CH2:14][N:15]([CH3:35])[C:16]([C:18]1[NH:19][C:20]([CH:33]=[O:34])=[C:21]([S:24]([C:27]2[CH:32]=[CH:31][CH:30]=[CH:29][CH:28]=2)(=[O:26])=[O:25])[C:22]=1[CH3:23])=[O:17].CC(=CC)C. (7) Given the product [C:1]1([C:7]2[N:11]([S:12]([C:15]3[S:16][CH:17]=[CH:18][CH:19]=3)(=[O:14])=[O:13])[CH:10]=[C:9]([CH:20]=[O:21])[CH:8]=2)[CH:2]=[CH:3][CH:4]=[CH:5][CH:6]=1, predict the reactants needed to synthesize it. The reactants are: [C:1]1([C:7]2[N:11]([S:12]([C:15]3[S:16][CH:17]=[CH:18][CH:19]=3)(=[O:14])=[O:13])[CH:10]=[C:9]([CH2:20][OH:21])[CH:8]=2)[CH:6]=[CH:5][CH:4]=[CH:3][CH:2]=1.C[N+]1([O-])CCOCC1.